Dataset: Full USPTO retrosynthesis dataset with 1.9M reactions from patents (1976-2016). Task: Predict the reactants needed to synthesize the given product. (1) Given the product [CH3:37][CH2:36][CH2:35][N:16]1[C:14](=[O:15])[N:13]([CH2:10][CH2:11][CH3:12])[C:22](=[O:23])[C:21]2[C:17]1=[N:18][C:19]([N:20]=2)=[C:24]1[N:28]([CH3:29])[NH:27][C:26]([O:30][CH2:31][C:32]([NH:5][C:4]2[CH:6]=[CH:7][C:8]([CH3:9])=[C:2]([CH3:1])[CH:3]=2)=[O:33])=[CH:25]1, predict the reactants needed to synthesize it. The reactants are: [CH3:1][C:2]1[CH:3]=[C:4]([CH:6]=[CH:7][C:8]=1[CH3:9])[NH2:5].[CH2:10]([N:13]1[C:22](=[O:23])[C:21]2[NH:20][C:19]([C:24]3[N:28]([CH3:29])[N:27]=[C:26]([O:30][CH2:31][C:32](O)=[O:33])[CH:25]=3)=[N:18][C:17]=2[N:16]([CH2:35][CH2:36][CH3:37])[C:14]1=[O:15])[CH2:11][CH3:12]. (2) The reactants are: C(OC([N:8]1[CH2:13][CH2:12][N:11]([C:14]2[CH:15]=[N:16][C:17]([NH:20][C:21]3[N:22]=[CH:23][C:24]4[CH:30]=[C:29]([CH2:31][O:32][CH2:33][CH2:34][O:35][CH3:36])[C:28](=[O:37])[N:27]([CH:38]5[CH2:42][CH2:41][CH2:40][CH2:39]5)[C:25]=4[N:26]=3)=[CH:18][CH:19]=2)[CH2:10][CH2:9]1)=O)(C)(C)C.[ClH:43]. Given the product [ClH:43].[CH:38]1([N:27]2[C:25]3[N:26]=[C:21]([NH:20][C:17]4[CH:18]=[CH:19][C:14]([N:11]5[CH2:10][CH2:9][NH:8][CH2:13][CH2:12]5)=[CH:15][N:16]=4)[N:22]=[CH:23][C:24]=3[CH:30]=[C:29]([CH2:31][O:32][CH2:33][CH2:34][O:35][CH3:36])[C:28]2=[O:37])[CH2:39][CH2:40][CH2:41][CH2:42]1, predict the reactants needed to synthesize it. (3) Given the product [Cl:41][C:14]1[CH:13]=[CH:12][C:11]2[C:16](=[C:17]([C:19]3[C:28]4[C:23](=[CH:24][CH:25]=[CH:26][CH:27]=4)[CH:22]=[CH:21][CH:20]=3)[CH:18]=[C:9]([C:5]3[CH:6]=[CH:7][CH:8]=[C:3]([O:2][CH3:1])[CH:4]=3)[CH:10]=2)[N:15]=1, predict the reactants needed to synthesize it. The reactants are: [CH3:1][O:2][C:3]1[CH:4]=[C:5]([C:9]2[CH:10]=[C:11]3[C:16](=[C:17]([C:19]4[C:28]5[C:23](=[CH:24][CH:25]=[CH:26][CH:27]=5)[CH:22]=[CH:21][CH:20]=4)[CH:18]=2)[NH:15][C:14](=O)[CH:13]=[CH:12]3)[CH:6]=[CH:7][CH:8]=1.CN(C)C1C=CC=CC=1.O=P(Cl)(Cl)[Cl:41].C([O-])(O)=O.[Na+].